This data is from Reaction yield outcomes from USPTO patents with 853,638 reactions. The task is: Predict the reaction yield, written as a fraction of the theoretical maximum amount of product (1.0 means a 100% yield; for example, 0.34 means a 34% yield). (1) The reactants are CN(C=C(C(=O)C1C=CC=CC=1)[C:6]([NH:8][C:9]1[CH:14]=[CH:13][CH:12]=[CH:11][CH:10]=1)=O)C.[C:23]([CH2:31][C:32]([NH:34][C:35]1[CH:40]=[CH:39][CH:38]=[CH:37][CH:36]=1)=[O:33])(=[O:30])[C:24]1[CH:29]=[CH:28][CH:27]=[CH:26][CH:25]=1.COC([O:47][CH3:48])N(C)C.[CH2:49](Cl)Cl. No catalyst specified. The product is [CH2:48]([O:47][C:12]1[CH:11]=[CH:10][C:9]([NH:8][CH:6]=[C:31]([C:23](=[O:30])[C:24]2[CH:25]=[CH:26][CH:27]=[CH:28][CH:29]=2)[C:32]([NH:34][C:35]2[CH:40]=[CH:39][CH:38]=[CH:37][CH:36]=2)=[O:33])=[CH:14][CH:13]=1)[CH3:49]. The yield is 0.610. (2) The reactants are C[O:2][C:3](=O)[C:4]1[CH:9]=[CH:8][C:7]([NH:10][CH2:11][C:12]2[CH:17]=[CH:16][C:15]([O:18][CH3:19])=[CH:14][CH:13]=2)=[N:6][C:5]=1[F:20].[H-].[Al+3].[Li+].[H-].[H-].[H-]. The catalyst is O1CCCC1. The product is [F:20][C:5]1[C:4]([CH2:3][OH:2])=[CH:9][CH:8]=[C:7]([NH:10][CH2:11][C:12]2[CH:17]=[CH:16][C:15]([O:18][CH3:19])=[CH:14][CH:13]=2)[N:6]=1. The yield is 1.00. (3) The reactants are [CH3:1][O:2][C:3]1[CH:4]=[CH:5][C:6]2[C:12]3[C:13]([O:21][CH3:22])=[C:14]([O:19][CH3:20])[C:15]([O:17][CH3:18])=[CH:16][C:11]=3[CH2:10][O:9][CH2:8][C:7]=2[C:23]=1[OH:24].N1C=CC=CC=1.[F:31][C:32]([F:45])([F:44])[S:33](O[S:33]([C:32]([F:45])([F:44])[F:31])(=[O:35])=[O:34])(=[O:35])=[O:34].C(OCC)(=O)C. The catalyst is ClCCl. The product is [F:31][C:32]([F:45])([F:44])[S:33]([O:24][C:23]1[C:7]2[CH2:8][O:9][CH2:10][C:11]3[CH:16]=[C:15]([O:17][CH3:18])[C:14]([O:19][CH3:20])=[C:13]([O:21][CH3:22])[C:12]=3[C:6]=2[CH:5]=[CH:4][C:3]=1[O:2][CH3:1])(=[O:35])=[O:34]. The yield is 0.850. (4) The reactants are [C:1]([O:4][C@@H:5]1[C@@H:10]([O:11][C:12](=[O:14])[CH3:13])[C@H:9]([O:15][C:16](=[O:18])[CH3:17])[C@@H:8]([O:19]/[C:20](/[C:29]([O:31][CH2:32]C)=[O:30])=[CH:21]\[C:22]2[CH:27]=[CH:26][CH:25]=[CH:24][C:23]=2[F:28])[O:7][C@H:6]1[CH2:34][O:35][C:36](=[O:38])[CH3:37])(=[O:3])[CH3:2].O=C(CC1C(F)=CC=CC=1[Cl:53])C(OC)=O.[H-].[Na+].[Br-].C(O[C@@H]1[C@@H](OC(=O)C)[C@@H](OC(=O)C)[C@@H](COC(=O)C)O[C@@H]1O)(=O)C. No catalyst specified. The product is [C:1]([O:4][C@H:5]1[C@@H:10]([O:11][C:12](=[O:14])[CH3:13])[C@H:9]([O:15][C:16](=[O:18])[CH3:17])[C@@H:8]([O:19]/[C:20](/[C:29]([O:31][CH3:32])=[O:30])=[CH:21]\[C:22]2[C:23]([F:28])=[CH:24][CH:25]=[CH:26][C:27]=2[Cl:53])[O:7][C@H:6]1[CH2:34][O:35][C:36](=[O:38])[CH3:37])(=[O:3])[CH3:2]. The yield is 0.260. (5) The reactants are O1CCOCC1.[Cl:7][C:8]1[N:12]=[CH:11][N:10]([C:13]2[CH:18]=[CH:17][C:16]([N+:19]([O-])=O)=[CH:15][C:14]=2[O:22][CH3:23])[N:9]=1.[S-2].[Na+].[Na+]. The catalyst is O. The product is [Cl:7][C:8]1[N:12]=[CH:11][N:10]([C:13]2[CH:18]=[CH:17][C:16]([NH2:19])=[CH:15][C:14]=2[O:22][CH3:23])[N:9]=1. The yield is 0.730. (6) The reactants are [CH3:1][C:2]1[NH:6][C:5]2[C:7]([C:17]([O:19]C)=[O:18])=[CH:8][C:9]([N:11]3[CH2:16][CH2:15][O:14][CH2:13][CH2:12]3)=[CH:10][C:4]=2[N:3]=1.[CH3:21][C:22]1[CH:29]=[CH:28][C:27]([CH3:30])=[CH:26][C:23]=1[CH2:24]Br.C(=O)([O-])[O-].[K+].[K+].[OH-].[Li+]. The catalyst is CN(C)C=O.O1CCCC1.O. The product is [CH3:21][C:22]1[CH:29]=[CH:28][C:27]([CH3:30])=[CH:26][C:23]=1[CH2:24][N:3]1[C:4]2[CH:10]=[C:9]([N:11]3[CH2:16][CH2:15][O:14][CH2:13][CH2:12]3)[CH:8]=[C:7]([C:17]([OH:19])=[O:18])[C:5]=2[N:6]=[C:2]1[CH3:1]. The yield is 0.350.